From a dataset of Reaction yield outcomes from USPTO patents with 853,638 reactions. Predict the reaction yield, written as a fraction of the theoretical maximum amount of product (1.0 means a 100% yield; for example, 0.34 means a 34% yield). (1) The reactants are [CH:1]([C:4]1[CH:5]=[C:6]([OH:11])[CH:7]=[C:8]([CH3:10])[CH:9]=1)([CH3:3])[CH3:2].[Na+].Cl[CH2:14][C:15]([O-:17])=[O:16].[OH-].[K+]. The catalyst is O. The product is [CH:1]([C:4]1[CH:5]=[C:6]([CH:7]=[C:8]([CH3:10])[CH:9]=1)[O:11][CH2:14][C:15]([OH:17])=[O:16])([CH3:3])[CH3:2]. The yield is 0.630. (2) The reactants are [NH2:1][C:2]1[C:11](C#N)=[C:10]2[C:5]([CH2:6][CH:7]([C:18]3[CH:23]=[CH:22][C:21]([Cl:24])=[C:20]([Cl:25])[CH:19]=3)[C:8]3[CH:17]=[CH:16][CH:15]=[CH:14][C:9]=32)=[CH:4][N:3]=1. The catalyst is Br.C(O)(=O)C. The product is [Cl:25][C:20]1[CH:19]=[C:18]([CH:7]2[CH2:6][C:5]3[CH:4]=[N:3][C:2]([NH2:1])=[CH:11][C:10]=3[C:9]3[CH:14]=[CH:15][CH:16]=[CH:17][C:8]2=3)[CH:23]=[CH:22][C:21]=1[Cl:24]. The yield is 0.250.